From a dataset of Forward reaction prediction with 1.9M reactions from USPTO patents (1976-2016). Predict the product of the given reaction. (1) Given the reactants [NH2:1][C:2]1[CH:19]=[CH:18][C:5]([O:6][C:7]2[C:16]3[N:15]=[CH:14][C:13](=[O:17])[NH:12][C:11]=3[N:10]=[CH:9][CH:8]=2)=[CH:4][C:3]=1[F:20].[C:21]([C:25]1[CH:29]=[C:28]([N:30]=[C:31]=[O:32])[N:27]([C:33]2[CH:38]=[CH:37][CH:36]=[CH:35][CH:34]=2)[N:26]=1)([CH3:24])([CH3:23])[CH3:22], predict the reaction product. The product is: [C:21]([C:25]1[CH:29]=[C:28]([NH:30][C:31]([NH:1][C:2]2[CH:19]=[CH:18][C:5]([O:6][C:7]3[C:16]4[N:15]=[CH:14][C:13](=[O:17])[NH:12][C:11]=4[N:10]=[CH:9][CH:8]=3)=[CH:4][C:3]=2[F:20])=[O:32])[N:27]([C:33]2[CH:38]=[CH:37][CH:36]=[CH:35][CH:34]=2)[N:26]=1)([CH3:24])([CH3:22])[CH3:23]. (2) The product is: [I:16][C:3]1[CH:2]=[CH:1][C:13]2[NH:12][C:11]3[C:6]([C:5]=2[CH:4]=1)=[CH:7][CH:8]=[CH:9][CH:10]=3. Given the reactants [CH:1]1[C:13]2[NH:12][C:11]3[C:6](=[CH:7][CH:8]=[CH:9][CH:10]=3)[C:5]=2[CH:4]=[CH:3][CH:2]=1.[I-].[K+].[I:16]([O-])(=O)=O.[K+].S([O-])([O-])(=O)=S.[Na+].[Na+].II, predict the reaction product.